Regression. Given two drug SMILES strings and cell line genomic features, predict the synergy score measuring deviation from expected non-interaction effect. From a dataset of NCI-60 drug combinations with 297,098 pairs across 59 cell lines. (1) Drug 1: CC1C(C(CC(O1)OC2CC(CC3=C2C(=C4C(=C3O)C(=O)C5=C(C4=O)C(=CC=C5)OC)O)(C(=O)C)O)N)O.Cl. Drug 2: C#CCC(CC1=CN=C2C(=N1)C(=NC(=N2)N)N)C3=CC=C(C=C3)C(=O)NC(CCC(=O)O)C(=O)O. Cell line: M14. Synergy scores: CSS=8.60, Synergy_ZIP=-4.51, Synergy_Bliss=-3.29, Synergy_Loewe=-6.55, Synergy_HSA=-2.69. (2) Drug 1: CN1CCC(CC1)COC2=C(C=C3C(=C2)N=CN=C3NC4=C(C=C(C=C4)Br)F)OC. Drug 2: CC1=C2C(C(=O)C3(C(CC4C(C3C(C(C2(C)C)(CC1OC(=O)C(C(C5=CC=CC=C5)NC(=O)OC(C)(C)C)O)O)OC(=O)C6=CC=CC=C6)(CO4)OC(=O)C)OC)C)OC. Cell line: BT-549. Synergy scores: CSS=54.7, Synergy_ZIP=4.44, Synergy_Bliss=6.68, Synergy_Loewe=-24.9, Synergy_HSA=5.66. (3) Drug 1: CC12CCC3C(C1CCC2O)C(CC4=C3C=CC(=C4)O)CCCCCCCCCS(=O)CCCC(C(F)(F)F)(F)F. Drug 2: C1=CN(C=N1)CC(O)(P(=O)(O)O)P(=O)(O)O. Cell line: OVCAR-8. Synergy scores: CSS=1.14, Synergy_ZIP=-0.182, Synergy_Bliss=1.21, Synergy_Loewe=0.491, Synergy_HSA=-0.155. (4) Drug 1: CC(CN1CC(=O)NC(=O)C1)N2CC(=O)NC(=O)C2. Drug 2: CC(C)NC(=O)C1=CC=C(C=C1)CNNC.Cl. Cell line: NCI-H322M. Synergy scores: CSS=5.63, Synergy_ZIP=0.648, Synergy_Bliss=4.55, Synergy_Loewe=1.62, Synergy_HSA=2.92. (5) Drug 1: CCC(=C(C1=CC=CC=C1)C2=CC=C(C=C2)OCCN(C)C)C3=CC=CC=C3.C(C(=O)O)C(CC(=O)O)(C(=O)O)O. Drug 2: C(CN)CNCCSP(=O)(O)O. Cell line: HS 578T. Synergy scores: CSS=1.20, Synergy_ZIP=0.0136, Synergy_Bliss=-0.761, Synergy_Loewe=0.483, Synergy_HSA=-1.05.